Predict which catalyst facilitates the given reaction. From a dataset of Catalyst prediction with 721,799 reactions and 888 catalyst types from USPTO. (1) The catalyst class is: 2. Product: [CH3:16][O:17][C:18](=[O:32])[CH:19]([C:24]1[CH:29]=[C:28]([O:30][S:7]([C:10]([F:13])([F:12])[F:11])(=[O:8])=[O:6])[CH:27]=[C:26]([O:6][S:7]([C:10]([F:11])([F:12])[F:13])(=[O:8])=[O:9])[CH:25]=1)[CH2:20][CH:21]([CH3:23])[CH3:22]. Reactant: FC(F)(F)S([O:6][S:7]([C:10]([F:13])([F:12])[F:11])(=[O:9])=[O:8])(=O)=O.[CH3:16][O:17][C:18](=[O:32])[CH:19]([C:24]1[CH:29]=[C:28]([OH:30])[CH:27]=[C:26](O)[CH:25]=1)[CH2:20][CH:21]([CH3:23])[CH3:22].N1C=CC=CC=1. (2) Reactant: [NH:1]1[C:5]2[CH:6]=[CH:7][CH:8]=[CH:9][C:4]=2[N:3]=[C:2]1[C:10]1[C:11]([NH2:15])=[N:12][O:13][N:14]=1.C(=O)([O-])[O-].[K+].[K+].Cl[CH2:23][C:24](=[O:33])[CH:25]=[CH:26][C:27]1[CH:32]=[CH:31][CH:30]=[CH:29][CH:28]=1. Product: [NH2:15][C:11]1[C:10]([C:2]2[N:1]([CH2:23][C:24](=[O:33])/[CH:25]=[CH:26]/[C:27]3[CH:32]=[CH:31][CH:30]=[CH:29][CH:28]=3)[C:5]3[CH:6]=[CH:7][CH:8]=[CH:9][C:4]=3[N:3]=2)=[N:14][O:13][N:12]=1. The catalyst class is: 39. (3) Reactant: [C:1]([N:4]1[C:13]2[C:12]3=[N:14][C:15]([CH3:18])=[C:16]([CH3:17])[N:11]3[CH:10]=[CH:9][C:8]=2[C@@H:7](O)[CH2:6][C@H:5]1[C:20]1[CH:25]=[CH:24][CH:23]=[CH:22][CH:21]=1)(=[O:3])[CH3:2].CS(Cl)(=O)=O. Product: [C:1]([N:4]1[C:13]2[C:12]3=[N:14][C:15]([CH3:18])=[C:16]([CH3:17])[N:11]3[CH:10]=[CH:9][C:8]=2[CH:7]=[CH:6][CH:5]1[C:20]1[CH:25]=[CH:24][CH:23]=[CH:22][CH:21]=1)(=[O:3])[CH3:2]. The catalyst class is: 236. (4) Reactant: [CH2:1]([O:8][C:9]1[CH:14]=[CH:13][CH:12]=[CH:11][C:10]=1[S:15](Cl)(=[O:17])=[O:16])[C:2]1[CH:7]=[CH:6][CH:5]=[CH:4][CH:3]=1.[C:19]([O:23][C:24](=[O:35])[CH2:25][C@H:26]([NH2:34])[CH:27]([O:31][CH2:32][CH3:33])[O:28][CH2:29][CH3:30])([CH3:22])([CH3:21])[CH3:20].N1C=CC=CC=1. Product: [C:19]([O:23][C:24](=[O:35])[CH2:25][C@H:26]([NH:34][S:15]([C:10]1[CH:11]=[CH:12][CH:13]=[CH:14][C:9]=1[O:8][CH2:1][C:2]1[CH:7]=[CH:6][CH:5]=[CH:4][CH:3]=1)(=[O:17])=[O:16])[CH:27]([O:31][CH2:32][CH3:33])[O:28][CH2:29][CH3:30])([CH3:21])([CH3:20])[CH3:22]. The catalyst class is: 789. (5) Reactant: C1[C:6]([C@@H:7](O)[C@H:8](NC(C(Cl)Cl)=O)[CH2:9]O)=CC=C([N+]([O-])=O)C=1.[CH3:21]C(S[C@@H]1O[C@H](CO)[C@H](O)[C@H](O)[C@H]1O)C.[C:36]([O-])(=O)[CH2:37][C@:38]([CH2:41][CH2:42]O)([CH3:40])O.[CH3:46][C:47]1(O)[CH2:53]C(=O)OC[CH2:48]1.CCCCCCCCCC. Product: [CH3:48][C:47]([CH3:53])=[CH:46][CH2:42][CH2:41][C@@:38]1([CH3:21])[C:37]2([CH3:36])[C@H:7]3[CH2:6][CH:40]1[CH2:9][C@@H:8]23. The catalyst class is: 74.